This data is from Forward reaction prediction with 1.9M reactions from USPTO patents (1976-2016). The task is: Predict the product of the given reaction. (1) Given the reactants [O:1]1[CH2:5][CH2:4][O:3][CH:2]1[C:6]1[O:10][C:9]([CH:11]=[O:12])=[CH:8][CH:7]=1.[Br-].[CH3:14][S+](C)C.[OH-].[K+].O, predict the reaction product. The product is: [O:12]1[CH2:14][CH:11]1[C:9]1[O:10][C:6]([CH:2]2[O:3][CH2:4][CH2:5][O:1]2)=[CH:7][CH:8]=1. (2) Given the reactants [Cl:1][C:2]1[CH:7]=[CH:6][C:5]([C@H:8]2[CH2:13][CH2:12][NH:11][C:10](SC)=[N:9]2)=[CH:4][CH:3]=1.O.[NH2:17][NH2:18], predict the reaction product. The product is: [Cl:1][C:2]1[CH:7]=[CH:6][C:5]([C@H:8]2[CH2:13][CH2:12][NH:11][C:10](=[N:17][NH2:18])[NH:9]2)=[CH:4][CH:3]=1.